From a dataset of Forward reaction prediction with 1.9M reactions from USPTO patents (1976-2016). Predict the product of the given reaction. (1) Given the reactants O/[CH:2]=[C:3](/[CH2:8][C:9]1[CH:10]=[N:11][N:12]([CH3:14])[CH:13]=1)\[C:4]([O:6]C)=O.[C:15](=[NH:38])([O:17][CH2:18][CH2:19][C:20]1[CH:25]=[CH:24][C:23]([O:26][C:27]2[CH:32]=[CH:31][C:30]([Cl:33])=[C:29]([C:34]([F:37])([F:36])[F:35])[CH:28]=2)=[CH:22][CH:21]=1)[NH2:16].[C:39]([O-:42])([O-])=[O:40].[K+].[K+], predict the reaction product. The product is: [F:35][C:34]([F:37])([F:36])[C:39]([OH:42])=[O:40].[Cl:33][C:30]1[CH:31]=[CH:32][C:27]([O:26][C:23]2[CH:24]=[CH:25][C:20]([CH2:19][CH2:18][O:17][C:15]3[NH:38][CH:2]=[C:3]([CH2:8][C:9]4[CH:10]=[N:11][N:12]([CH3:14])[CH:13]=4)[C:4](=[O:6])[N:16]=3)=[CH:21][CH:22]=2)=[CH:28][C:29]=1[C:34]([F:35])([F:36])[F:37]. (2) Given the reactants [NH2:1][C:2]1[N:7]=[C:6]([C:8]2[CH:13]=[CH:12][CH:11]=[CH:10][C:9]=2[OH:14])[CH:5]=[C:4]([C:15]2[CH:16]=[N:17][C:18]([CH3:21])=[CH:19][CH:20]=2)[N:3]=1.[H][H], predict the reaction product. The product is: [NH2:1][C:2]1[N:7]=[C:6]([C:8]2[CH:13]=[CH:12][CH:11]=[CH:10][C:9]=2[OH:14])[CH:5]=[C:4]([CH:15]2[CH2:20][CH2:19][CH:18]([CH3:21])[NH:17][CH2:16]2)[N:3]=1.